From a dataset of Orexin1 receptor HTS with 218,158 compounds and 233 confirmed actives. Binary Classification. Given a drug SMILES string, predict its activity (active/inactive) in a high-throughput screening assay against a specified biological target. The compound is S(=O)(=O)(Nc1[nH]c2c(n1)cccc2)c1cc2c(cc1)cccc2. The result is 0 (inactive).